From a dataset of Forward reaction prediction with 1.9M reactions from USPTO patents (1976-2016). Predict the product of the given reaction. (1) Given the reactants Br[C:2]1[N:7]=[C:6]([NH:8][C:9]2[CH:13]=[C:12]([CH:14]3[CH2:16][CH2:15]3)[NH:11][N:10]=2)[C:5]([Cl:17])=[CH:4][N:3]=1.C1(C2NN=C(NC3C=CN=C([C:33]4[S:37][C:36]([S:38]([NH2:41])(=[O:40])=[O:39])=[CH:35][CH:34]=4)N=3)C=2)CC1, predict the reaction product. The product is: [Cl:17][C:5]1[C:6]([NH:8][C:9]2[CH:13]=[C:12]([CH:14]3[CH2:16][CH2:15]3)[NH:11][N:10]=2)=[N:7][C:2]([C:33]2[S:37][C:36]([S:38]([NH2:41])(=[O:40])=[O:39])=[CH:35][CH:34]=2)=[N:3][CH:4]=1. (2) Given the reactants [O:1]1[CH2:5][CH2:4][O:3][CH:2]1[C:6]1[S:10][C:9]([CH2:11][CH3:12])=[C:8]([CH:13]=[O:14])[CH:7]=1.[CH:15]1([Mg]Br)[CH2:20][CH2:19][CH2:18][CH2:17][CH2:16]1.O1CCCC1.O, predict the reaction product. The product is: [CH:15]1([CH:13]([C:8]2[CH:7]=[C:6]([CH:2]3[O:3][CH2:4][CH2:5][O:1]3)[S:10][C:9]=2[CH2:11][CH3:12])[OH:14])[CH2:20][CH2:19][CH2:18][CH2:17][CH2:16]1. (3) The product is: [Cl:15][C:16]1[CH:21]=[CH:20][C:19]([NH:22][C:23](=[O:33])[CH:2]([N:28]2[CH2:29][CH2:30][N:25]([CH3:24])[CH2:26][CH2:27]2)[CH2:3][CH2:4][C:5]2[CH:14]=[CH:13][C:8]([C:9]([O:11][CH3:12])=[O:10])=[CH:7][CH:6]=2)=[CH:18][CH:17]=1. Given the reactants O=[CH:2][CH2:3][CH2:4][C:5]1[CH:14]=[CH:13][C:8]([C:9]([O:11][CH3:12])=[O:10])=[CH:7][CH:6]=1.[Cl:15][C:16]1[CH:21]=[CH:20][C:19]([N+:22]#[C-:23])=[CH:18][CH:17]=1.[CH3:24][N:25]1[CH2:30][CH2:29][NH:28][CH2:27][CH2:26]1.CC(O)=[O:33], predict the reaction product. (4) The product is: [Cl:28][C:17]1[CH:18]=[C:19]([C:23]2[NH:27][N:26]=[CH:25][CH:24]=2)[CH:20]=[C:21]([Cl:22])[C:16]=1[NH:15][C:7]1[C:8]2[CH:9]=[CH:10][NH:11][C:12](=[O:14])[C:13]=2[C:4]2[CH:3]=[C:2]([C:42]#[C:41][C:39]([OH:43])([CH3:40])[CH3:38])[CH:30]=[CH:29][C:5]=2[N:6]=1. Given the reactants Br[C:2]1[CH:30]=[CH:29][C:5]2[N:6]=[C:7]([NH:15][C:16]3[C:21]([Cl:22])=[CH:20][C:19]([C:23]4[NH:27][N:26]=[CH:25][CH:24]=4)=[CH:18][C:17]=3[Cl:28])[C:8]3[CH:9]=[CH:10][NH:11][C:12](=[O:14])[C:13]=3[C:4]=2[CH:3]=1.C(N(CC)CC)C.[CH3:38][C:39]([OH:43])([C:41]#[CH:42])[CH3:40], predict the reaction product. (5) Given the reactants [O:1]=[O+][O-].[CH3:4][C:5]1[CH:6]=[CH:7][C:8]2[N:9]([CH3:26])[C:10](=[O:25])[C:11]3[CH:21]=[C:20]([CH2:22][CH:23]=C)[CH:19]=[N:18][C:12]=3[N:13]([CH2:16][CH3:17])[C:14]=2[N:15]=1.[BH4-].[Na+], predict the reaction product. The product is: [CH3:4][C:5]1[CH:6]=[CH:7][C:8]2[N:9]([CH3:26])[C:10](=[O:25])[C:11]3[CH:21]=[C:20]([CH2:22][CH2:23][OH:1])[CH:19]=[N:18][C:12]=3[N:13]([CH2:16][CH3:17])[C:14]=2[N:15]=1. (6) Given the reactants [CH2:1]([N:8]1[CH2:13][C:12]([CH3:15])([CH3:14])[O:11][CH2:10][CH:9]1[CH2:16][CH:17]=[O:18])[C:2]1[CH:7]=[CH:6][CH:5]=[CH:4][CH:3]=1.[CH3:19][Mg]Br.[Cl-].[NH4+], predict the reaction product. The product is: [CH2:1]([N:8]1[CH2:13][C:12]([CH3:14])([CH3:15])[O:11][CH2:10][CH:9]1[CH2:16][CH:17]([OH:18])[CH3:19])[C:2]1[CH:3]=[CH:4][CH:5]=[CH:6][CH:7]=1.